This data is from Forward reaction prediction with 1.9M reactions from USPTO patents (1976-2016). The task is: Predict the product of the given reaction. (1) Given the reactants Cl[C:2]1[CH:3]=[CH:4][C:5]2[N:6]([C:8]([CH:11]([C:13]3[C:14]([F:24])=[C:15]4[C:20](=[CH:21][C:22]=3[F:23])[N:19]=[CH:18][CH:17]=[CH:16]4)[CH3:12])=[CH:9][N:10]=2)[N:7]=1.[F-].[K+].Cl.[CH3:28][CH:29]1[CH2:34][NH:33][C:32](=[O:35])[CH2:31][NH:30]1, predict the reaction product. The product is: [F:24][C:14]1[C:13]([CH:11]([C:8]2[N:6]3[N:7]=[C:2]([N:30]4[CH:29]([CH3:28])[CH2:34][NH:33][C:32](=[O:35])[CH2:31]4)[CH:3]=[CH:4][C:5]3=[N:10][CH:9]=2)[CH3:12])=[C:22]([F:23])[CH:21]=[C:20]2[C:15]=1[CH:16]=[CH:17][CH:18]=[N:19]2. (2) Given the reactants [C:1]([C:5]1[CH:10]=[C:9]([NH2:11])[CH:8]=[C:7]([C:12]([CH3:15])([CH3:14])[CH3:13])[C:6]=1[OH:16])([CH3:4])([CH3:3])[CH3:2].[N+:17]([C:20]1[CH:25]=[CH:24][C:23]([C:26]2[O:30][C:29]([C:31](O)=[O:32])=[CH:28][CH:27]=2)=[CH:22][CH:21]=1)([O-])=O.C(OC(NC1C=CC(CC(O)=O)=CC=1)=O)(C)(C)C, predict the reaction product. The product is: [C:1]([C:5]1[CH:10]=[C:9]([NH:11][C:31]([C:29]2[O:30][C:26]([C:23]3[CH:24]=[CH:25][C:20]([NH2:17])=[CH:21][CH:22]=3)=[CH:27][CH:28]=2)=[O:32])[CH:8]=[C:7]([C:12]([CH3:15])([CH3:14])[CH3:13])[C:6]=1[OH:16])([CH3:4])([CH3:3])[CH3:2]. (3) Given the reactants Cl[C:2]1[N:7]=[C:6]([NH:8][C:9]2[NH:13][N:12]=[C:11]([CH:14]3[CH2:16][CH2:15]3)[CH:10]=2)[CH:5]=[CH:4][N:3]=1.[S:17]([N:27]1[C:35]2[C:30](=[CH:31][CH:32]=[C:33]([CH2:36][NH2:37])[CH:34]=2)[CH:29]=[CH:28]1)([C:20]1[CH:26]=[CH:25][C:23]([CH3:24])=[CH:22][CH:21]=1)(=[O:19])=[O:18].CCN(C(C)C)C(C)C, predict the reaction product. The product is: [CH:14]1([C:11]2[NH:12][N:13]=[C:9]([NH:8][C:6]3[CH:5]=[CH:4][N:3]=[C:2]([NH:37][CH2:36][C:33]4[CH:34]=[C:35]5[C:30]([CH:29]=[CH:28][N:27]5[S:17]([C:20]5[CH:21]=[CH:22][C:23]([CH3:24])=[CH:25][CH:26]=5)(=[O:19])=[O:18])=[CH:31][CH:32]=4)[N:7]=3)[CH:10]=2)[CH2:16][CH2:15]1. (4) Given the reactants [Cl:1][C:2]1[CH:3]=[C:4]([NH:9][C:10]2[C:11]3[C:18]4[CH2:19][CH2:20][NH:21][CH2:22][C:17]=4[S:16][C:12]=3[N:13]=[CH:14][N:15]=2)[CH:5]=[CH:6][C:7]=1[F:8].[CH2:23]([O:25][P:26]([CH2:31][C:32](O)=[O:33])([O:28][CH2:29][CH3:30])=[O:27])[CH3:24].CCN(C(C)C)C(C)C.CN(C(ON1N=NC2C=CC=CC1=2)=[N+](C)C)C.[B-](F)(F)(F)F, predict the reaction product. The product is: [CH2:29]([O:28][P:26]([CH2:31][C:32]([N:21]1[CH2:20][CH2:19][C:18]2[C:11]3[C:10]([NH:9][C:4]4[CH:5]=[CH:6][C:7]([F:8])=[C:2]([Cl:1])[CH:3]=4)=[N:15][CH:14]=[N:13][C:12]=3[S:16][C:17]=2[CH2:22]1)=[O:33])(=[O:27])[O:25][CH2:23][CH3:24])[CH3:30].